Dataset: Forward reaction prediction with 1.9M reactions from USPTO patents (1976-2016). Task: Predict the product of the given reaction. (1) Given the reactants [Li+].[OH-].C[O:4][C:5]([C:7]1[C:15]2[CH:14]=[C:13]([C:16]3[C:21]([Cl:22])=[CH:20][N:19]=[C:18]([NH:23][CH2:24][CH2:25][CH2:26][N:27]4[CH2:32][CH2:31][N:30]([CH3:33])[CH2:29][CH2:28]4)[N:17]=3)[S:12][C:11]=2[CH:10]=[CH:9][CH:8]=1)=[O:6].[ClH:34], predict the reaction product. The product is: [ClH:22].[ClH:34].[ClH:22].[Cl:22][C:21]1[C:16]([C:13]2[S:12][C:11]3[CH:10]=[CH:9][CH:8]=[C:7]([C:5]([OH:6])=[O:4])[C:15]=3[CH:14]=2)=[N:17][C:18]([NH:23][CH2:24][CH2:25][CH2:26][N:27]2[CH2:28][CH2:29][N:30]([CH3:33])[CH2:31][CH2:32]2)=[N:19][CH:20]=1. (2) Given the reactants C(OC(=O)[NH:7][C:8]1[CH:13]=[CH:12][CH:11]=[CH:10][C:9]=1[NH:14][C:15]([C:17]1[S:21][C:20]2[CH:22]=[CH:23][C:24]([O:26][CH2:27][CH2:28][N:29]([CH:33]([CH3:35])[CH3:34])[CH:30]([CH3:32])[CH3:31])=[CH:25][C:19]=2[CH:18]=1)=[O:16])(C)(C)C.NC1C=CC=CC=1NC(C1SC2C=CC(OCCN(C)C)=CC=2C=1)=O, predict the reaction product. The product is: [NH2:7][C:8]1[CH:13]=[CH:12][CH:11]=[CH:10][C:9]=1[NH:14][C:15]([C:17]1[S:21][C:20]2[CH:22]=[CH:23][C:24]([O:26][CH2:27][CH2:28][N:29]([CH:33]([CH3:35])[CH3:34])[CH:30]([CH3:31])[CH3:32])=[CH:25][C:19]=2[CH:18]=1)=[O:16]. (3) Given the reactants [Br:1][C:2]1[C:3]([CH2:20][C:21]([NH:23][N:24]([C:38]2[CH:43]=[CH:42][C:41]([O:44][CH3:45])=[CH:40][CH:39]=2)[C:25]2[C:30]([N:31]3[CH2:36][CH2:35][CH2:34][CH2:33][CH2:32]3)=[CH:29][CH:28]=[CH:27][C:26]=2[CH3:37])=[O:22])=[CH:4][C:5]([O:18][CH3:19])=[C:6]([CH:17]=1)[C:7]([O:9]N1C(=O)CCC1=O)=O.[CH3:46][NH:47][CH3:48], predict the reaction product. The product is: [Br:1][C:2]1[C:3]([CH2:20][C:21]([NH:23][N:24]([C:38]2[CH:43]=[CH:42][C:41]([O:44][CH3:45])=[CH:40][CH:39]=2)[C:25]2[C:30]([N:31]3[CH2:36][CH2:35][CH2:34][CH2:33][CH2:32]3)=[CH:29][CH:28]=[CH:27][C:26]=2[CH3:37])=[O:22])=[CH:4][C:5]([O:18][CH3:19])=[C:6]([CH:17]=1)[C:7]([N:47]([CH3:48])[CH3:46])=[O:9]. (4) Given the reactants [NH:1]1[CH2:5][CH2:4][CH2:3][C@H:2]1[C:6]([O:8][CH3:9])=[O:7].[CH3:10][N:11]1[CH:15]=[CH:14][N:13]=[C:12]1[S:16](Cl)(=[O:18])=[O:17], predict the reaction product. The product is: [CH3:10][N:11]1[CH:15]=[CH:14][N:13]=[C:12]1[S:16]([N:1]1[CH2:5][CH2:4][CH2:3][C@H:2]1[C:6]([O:8][CH3:9])=[O:7])(=[O:18])=[O:17]. (5) Given the reactants [O:1]=[C:2]1[C:11]([C:12]([OH:14])=O)=[CH:10][C:9]2[C:4](=[CH:5][CH:6]=[CH:7][CH:8]=2)[NH:3]1.CN1CCOCC1.C(Cl)(=O)OCC(C)C.[CH2:30]([NH:36][CH2:37][CH2:38][CH2:39][CH2:40][CH2:41][CH3:42])[CH2:31][CH2:32][CH2:33][CH2:34][CH3:35], predict the reaction product. The product is: [CH2:37]([N:36]([CH2:30][CH2:31][CH2:32][CH2:33][CH2:34][CH3:35])[C:12]([C:11]1[C:2](=[O:1])[NH:3][C:4]2[C:9]([CH:10]=1)=[CH:8][CH:7]=[CH:6][CH:5]=2)=[O:14])[CH2:38][CH2:39][CH2:40][CH2:41][CH3:42]. (6) Given the reactants [NH2:1][C@H:2]([C:5]1[N:14]([C:15]2[CH:20]=[CH:19][CH:18]=[C:17]([O:21][CH2:22][C:23]([F:26])([F:25])[F:24])[CH:16]=2)[C:13](=[O:27])[C:12]2[C:7](=[CH:8][CH:9]=[CH:10][C:11]=2[F:28])[N:6]=1)[CH2:3][CH3:4].Br[C:30]1[N:38]=[CH:37][N:36]=[C:35]2[C:31]=1[N:32]=[CH:33][NH:34]2.C(N(C(C)C)CC)(C)C, predict the reaction product. The product is: [N:38]1[C:30]([NH:1][C@H:2]([C:5]2[N:14]([C:15]3[CH:20]=[CH:19][CH:18]=[C:17]([O:21][CH2:22][C:23]([F:26])([F:24])[F:25])[CH:16]=3)[C:13](=[O:27])[C:12]3[C:7](=[CH:8][CH:9]=[CH:10][C:11]=3[F:28])[N:6]=2)[CH2:3][CH3:4])=[C:31]2[C:35]([NH:34][CH:33]=[N:32]2)=[N:36][CH:37]=1.